From a dataset of Reaction yield outcomes from USPTO patents with 853,638 reactions. Predict the reaction yield, written as a fraction of the theoretical maximum amount of product (1.0 means a 100% yield; for example, 0.34 means a 34% yield). (1) The reactants are [Cl:1][C:2]1[CH:3]=[C:4]2[C:9](=[CH:10][C:11]=1[Cl:12])[N:8]=[C:7]([CH3:13])[CH:6]=[N:5]2. The catalyst is C1(C)C=CC=CC=1. The product is [Cl:1][C:2]1[CH:3]=[C:4]2[C:9](=[CH:10][C:11]=1[Cl:12])[NH:8][C@@H:7]([CH3:13])[CH2:6][NH:5]2. The yield is 0.950. (2) The reactants are [CH3:1][Li].[Cl:3][C:4]1[CH:11]=[CH:10][C:7]([CH:8]=[O:9])=[C:6]([N+:12]([O-:14])=[O:13])[CH:5]=1. The catalyst is O1CCCC1. The product is [Cl:3][C:4]1[CH:11]=[CH:10][C:7]([CH:8]([OH:9])[CH3:1])=[C:6]([N+:12]([O-:14])=[O:13])[CH:5]=1. The yield is 0.660.